From a dataset of Catalyst prediction with 721,799 reactions and 888 catalyst types from USPTO. Predict which catalyst facilitates the given reaction. (1) Reactant: [CH2:1]([O:4][C:5]1[C:16]([O:17][CH3:18])=[C:15]([NH:19][C:20](=[O:36])[C:21]2[CH:26]=[CH:25][C:24]([N+:27]([O-])=O)=[C:23]([O:30][CH3:31])[C:22]=2[O:32][CH2:33][CH:34]=[CH2:35])[CH:14]=[CH:13][C:6]=1[C:7]([O:9][CH2:10][CH:11]=[CH2:12])=[O:8])[CH:2]=[CH2:3].Cl[Sn]Cl. Product: [CH2:1]([O:4][C:5]1[C:16]([O:17][CH3:18])=[C:15]([NH:19][C:20](=[O:36])[C:21]2[CH:26]=[CH:25][C:24]([NH2:27])=[C:23]([O:30][CH3:31])[C:22]=2[O:32][CH2:33][CH:34]=[CH2:35])[CH:14]=[CH:13][C:6]=1[C:7]([O:9][CH2:10][CH:11]=[CH2:12])=[O:8])[CH:2]=[CH2:3]. The catalyst class is: 14. (2) Reactant: [H-].[Na+].[CH3:3][O:4][C:5]1[CH:23]=[CH:22][C:8]([CH2:9][N:10]2[C:18]3[CH:17]=[CH:16][CH:15]=[C:14]([C:19]#[N:20])[C:13]=3[CH2:12][C:11]2=[O:21])=[CH:7][CH:6]=1.Br[CH:25](Br)[CH3:26]. Product: [CH3:3][O:4][C:5]1[CH:6]=[CH:7][C:8]([CH2:9][N:10]2[C:18]3[CH:17]=[CH:16][CH:15]=[C:14]([C:19]#[N:20])[C:13]=3[C:12]3([CH2:26][CH2:25]3)[C:11]2=[O:21])=[CH:22][CH:23]=1. The catalyst class is: 3. (3) Reactant: CON(C)[C:4]([C@@H:6]1[CH2:10][C:9](=[O:11])[N:8]([C@@H:12]([C:14]2[CH:19]=[CH:18][C:17]([O:20][CH3:21])=[CH:16][CH:15]=2)[CH3:13])[CH2:7]1)=[O:5].Br[Mg][CH:25]=[CH2:26]. Product: [CH3:21][O:20][C:17]1[CH:16]=[CH:15][C:14]([C@H:12]([N:8]2[CH2:7][C@H:6]([C:4](=[O:5])[CH:25]=[CH2:26])[CH2:10][C:9]2=[O:11])[CH3:13])=[CH:19][CH:18]=1. The catalyst class is: 54. (4) Reactant: [CH3:1][C:2]1([CH3:16])[C:7]2[CH:8]=[C:9](B(O)O)[CH:10]=[CH:11][C:6]=2[NH:5][C:4](=[O:15])[O:3]1.Br[C:18]1[CH:19]=[C:20]([C:23]#[N:24])[S:21][CH:22]=1. Product: [CH3:1][C:2]1([CH3:16])[O:3][C:4](=[O:15])[NH:5][C:6]2[CH:11]=[CH:10][C:9]([C:18]3[CH:19]=[C:20]([C:23]#[N:24])[S:21][CH:22]=3)=[CH:8][C:7]1=2. The catalyst class is: 6. (5) Reactant: [CH3:1][N:2]1[CH2:7][CH2:6][N:5]([CH2:8][C:9]([C:11]2[CH:16]=[CH:15][C:14](B3OC(C)(C)C(C)(C)O3)=[CH:13][CH:12]=2)=[O:10])[CH2:4][CH2:3]1.Br[C:27]1[CH:28]=[CH:29][C:30]2[N:31]([C:33]([C:36]3[CH:43]=[CH:42][C:39]([C:40]#[N:41])=[CH:38][CH:37]=3)=[CH:34][N:35]=2)[CH:32]=1.[O-]P([O-])([O-])=O.[K+].[K+].[K+]. Product: [CH3:1][N:2]1[CH2:3][CH2:4][N:5]([CH2:8][C:9]([C:11]2[CH:12]=[CH:13][C:14]([C:27]3[CH:28]=[CH:29][C:30]4[N:31]([C:33]([C:36]5[CH:43]=[CH:42][C:39]([C:40]#[N:41])=[CH:38][CH:37]=5)=[CH:34][N:35]=4)[CH:32]=3)=[CH:15][CH:16]=2)=[O:10])[CH2:6][CH2:7]1. The catalyst class is: 667. (6) Reactant: [OH:1][CH:2]([CH:15]1[CH2:20][CH2:19][N:18](C(OC(C)(C)C)=O)[CH2:17][CH2:16]1)[CH2:3][C:4]1[CH:9]=[CH:8][C:7]([N:10]2[CH:14]=[N:13][N:12]=[N:11]2)=[CH:6][CH:5]=1. Product: [NH:18]1[CH2:19][CH2:20][CH:15]([CH:2]([OH:1])[CH2:3][C:4]2[CH:5]=[CH:6][C:7]([N:10]3[CH:14]=[N:13][N:12]=[N:11]3)=[CH:8][CH:9]=2)[CH2:16][CH2:17]1. The catalyst class is: 818.